Dataset: Catalyst prediction with 721,799 reactions and 888 catalyst types from USPTO. Task: Predict which catalyst facilitates the given reaction. (1) The catalyst class is: 1. Reactant: [S:1]1[CH:5]=[CH:4][C:3]2[CH2:6][C:7](=[O:9])[CH2:8][C:2]1=2.[H-].[Al+3].[Li+].[H-].[H-].[H-].C(OCC)(=O)C. Product: [S:1]1[CH:5]=[CH:4][C:3]2[CH2:6][CH:7]([OH:9])[CH2:8][C:2]1=2. (2) Reactant: [CH3:1][C@@H:2]1[N:8]([CH2:9][CH:10]2[CH2:13][O:12][CH2:11]2)[CH2:7][C:6]2[CH:14]=[CH:15][C:16]([C:18]([O:20]C)=O)=[CH:17][C:5]=2[O:4][CH2:3]1.[NH2:22][OH:23].[OH-].[Na+]. Product: [OH:23][NH:22][C:18]([C:16]1[CH:15]=[CH:14][C:6]2[CH2:7][N:8]([CH2:9][CH:10]3[CH2:13][O:12][CH2:11]3)[C@@H:2]([CH3:1])[CH2:3][O:4][C:5]=2[CH:17]=1)=[O:20]. The catalyst class is: 36. (3) Reactant: [OH:1][C:2]1[CH:3]=[C:4]([C:15]([O:17][CH3:18])=[O:16])[CH:5]=[C:6]([C:8]2[CH:13]=[CH:12][C:11]([CH3:14])=[CH:10][CH:9]=2)[CH:7]=1.[H-].[Na+].CS(C)=O.Cl[C:26]1[N:31]=[CH:30][CH:29]=[CH:28][N:27]=1. Product: [CH3:14][C:11]1[CH:10]=[CH:9][C:8]([C:6]2[CH:7]=[C:2]([O:1][C:26]3[N:31]=[CH:30][CH:29]=[CH:28][N:27]=3)[CH:3]=[C:4]([C:15]([O:17][CH3:18])=[O:16])[CH:5]=2)=[CH:13][CH:12]=1. The catalyst class is: 7. (4) Reactant: Cl[C:2]1[C:3]([O:8][CH:9]2[CH2:14][CH2:13][N:12]([C:15]3[CH:24]=[CH:23][C:22]4[C:17](=[CH:18][CH:19]=[CH:20][CH:21]=4)[N:16]=3)[CH2:11][CH2:10]2)=[N:4][CH:5]=[CH:6][N:7]=1.[NH:25]1[CH2:30][CH2:29][NH:28][CH2:27][CH2:26]1.C([O-])([O-])=O.[K+].[K+].CC(O)C. Product: [N:25]1([C:2]2[C:3]([O:8][CH:9]3[CH2:14][CH2:13][N:12]([C:15]4[CH:24]=[CH:23][C:22]5[C:17](=[CH:18][CH:19]=[CH:20][CH:21]=5)[N:16]=4)[CH2:11][CH2:10]3)=[N:4][CH:5]=[CH:6][N:7]=2)[CH2:30][CH2:29][NH:28][CH2:27][CH2:26]1. The catalyst class is: 6. (5) Reactant: Br[C:2]1[CH:7]=[CH:6][C:5]([C:8]2[N:12]3[N:13]=[C:14]([C:17]4[CH:22]=[CH:21][C:20]([O:23][CH3:24])=[C:19]([O:25][CH3:26])[CH:18]=4)[CH:15]=[CH:16][C:11]3=[N:10][C:9]=2[CH3:27])=[CH:4][CH:3]=1.[NH:28]1[CH:32]=[CH:31][CH:30]=[N:29]1.C(=NN)C1C(=CC=CC=1)O.C([O-])([O-])=O.[Cs+].[Cs+]. Product: [CH3:26][O:25][C:19]1[CH:18]=[C:17]([C:14]2[CH:15]=[CH:16][C:11]3[N:12]([C:8]([C:5]4[CH:6]=[CH:7][C:2]([N:28]5[CH:32]=[CH:31][CH:30]=[N:29]5)=[CH:3][CH:4]=4)=[C:9]([CH3:27])[N:10]=3)[N:13]=2)[CH:22]=[CH:21][C:20]=1[O:23][CH3:24]. The catalyst class is: 10. (6) Reactant: [H-].[Na+].[Cl-].[CH3:4][O:5][C:6]([C:8]1[O:12][C:11]([CH2:13][P+](C2C=CC=CC=2)(C2C=CC=CC=2)C2C=CC=CC=2)=[CH:10][CH:9]=1)=[O:7].[CH3:33][O:34][C:35]1[CH:42]=[CH:41][C:38]([CH:39]=O)=[CH:37][CH:36]=1.CN(C)C=O. Product: [CH3:33][O:34][C:35]1[CH:42]=[CH:41][C:38]([CH:39]=[CH:13][C:11]2[O:12][C:8]([C:6]([O:5][CH3:4])=[O:7])=[CH:9][CH:10]=2)=[CH:37][CH:36]=1. The catalyst class is: 84. (7) The catalyst class is: 1. Product: [I:30][C:8]1[C:7]2[C:2]([O:32][CH3:31])=[N:3][CH:4]=[CH:5][C:6]=2[N:10]([C:11]([C:24]2[CH:29]=[CH:28][CH:27]=[CH:26][CH:25]=2)([C:18]2[CH:23]=[CH:22][CH:21]=[CH:20][CH:19]=2)[C:12]2[CH:17]=[CH:16][CH:15]=[CH:14][CH:13]=2)[N:9]=1. Reactant: Cl[C:2]1[C:7]2[C:8]([I:30])=[N:9][N:10]([C:11]([C:24]3[CH:29]=[CH:28][CH:27]=[CH:26][CH:25]=3)([C:18]3[CH:23]=[CH:22][CH:21]=[CH:20][CH:19]=3)[C:12]3[CH:17]=[CH:16][CH:15]=[CH:14][CH:13]=3)[C:6]=2[CH:5]=[CH:4][N:3]=1.[CH3:31][OH:32].C[O-].[Na+].O.